From a dataset of Reaction yield outcomes from USPTO patents with 853,638 reactions. Predict the reaction yield, written as a fraction of the theoretical maximum amount of product (1.0 means a 100% yield; for example, 0.34 means a 34% yield). (1) The reactants are F[C:2]1[CH:9]=[CH:8][C:5]([CH:6]=[O:7])=[C:4]([C:10]([F:13])([F:12])[F:11])[CH:3]=1.[NH:14]1[CH2:19][CH2:18][O:17][CH2:16][CH2:15]1.C([O-])([O-])=O.[K+].[K+]. The catalyst is CS(C)=O.O. The product is [O:17]1[CH2:18][CH2:19][N:14]([C:2]2[CH:9]=[CH:8][C:5]([CH:6]=[O:7])=[C:4]([C:10]([F:13])([F:12])[F:11])[CH:3]=2)[CH2:15][CH2:16]1. The yield is 0.500. (2) The reactants are Cl[C:2]1[CH:7]=[CH:6][N:5]=[C:4]([N:8]2[C:20](=[O:21])[C:19]3[S:18][C:17]4[CH2:16][CH2:15][CH2:14][CH2:13][C:12]=4[C:11]=3[CH:10]=[N:9]2)[C:3]=1[CH:22]=[O:23].[CH3:24][N:25]1[CH:30]=[C:29](B2OC(C)(C)C(C)(C)O2)[CH:28]=[C:27]([NH:40][C:41]2[S:42][C:43]3[CH2:44][N:45]([CH3:50])[CH2:46][CH2:47][C:48]=3[N:49]=2)[C:26]1=[O:51].[O-]P([O-])([O-])=O.[K+].[K+].[K+].O.O.O.C([O-])(=O)C.[Na+]. The catalyst is O.C1C=CC(P(C2C=CC=CC=2)[C-]2C=CC=C2)=CC=1.C1C=CC(P(C2C=CC=CC=2)[C-]2C=CC=C2)=CC=1.Cl[Pd]Cl.[Fe+2].C(#N)C. The product is [CH3:24][N:25]1[C:26](=[O:51])[C:27]([NH:40][C:41]2[S:42][C:43]3[CH2:44][N:45]([CH3:50])[CH2:46][CH2:47][C:48]=3[N:49]=2)=[CH:28][C:29]([C:2]2[CH:7]=[CH:6][N:5]=[C:4]([N:8]3[C:20](=[O:21])[C:19]4[S:18][C:17]5[CH2:16][CH2:15][CH2:14][CH2:13][C:12]=5[C:11]=4[CH:10]=[N:9]3)[C:3]=2[CH:22]=[O:23])=[CH:30]1. The yield is 0.450. (3) The product is [Cl:1][C:2]1[CH:3]=[C:4]2[C:9](=[CH:10][C:11]=1[O:12][C:13]1[CH:18]=[CH:17][C:16]([C:19](=[O:34])[NH:20][CH2:21][CH2:22][C:23]3[CH:28]=[CH:27][C:26]([S:29][C:30]([F:31])([F:33])[F:32])=[CH:25][CH:24]=3)=[CH:15][CH:14]=1)[O:8][CH2:7][CH2:6][CH:5]2[C:35]([OH:37])=[O:36]. The catalyst is C(OCC)(=O)C.C(O)C. The yield is 0.842. The reactants are [Cl:1][C:2]1[CH:3]=[C:4]2[C:9](=[CH:10][C:11]=1[O:12][C:13]1[CH:18]=[CH:17][C:16]([C:19](=[O:34])[NH:20][CH2:21][CH2:22][C:23]3[CH:28]=[CH:27][C:26]([S:29][C:30]([F:33])([F:32])[F:31])=[CH:25][CH:24]=3)=[CH:15][CH:14]=1)[O:8][CH2:7][CH2:6][CH:5]2[C:35]([O:37]CC)=[O:36].[OH-].[Na+].C1COCC1.Cl.